Dataset: Full USPTO retrosynthesis dataset with 1.9M reactions from patents (1976-2016). Task: Predict the reactants needed to synthesize the given product. (1) Given the product [CH2:33]([O:35][C:36]([C:38]1([CH3:51])[CH2:46][C:45]2[C:40](=[C:41]([CH3:49])[C:42]([CH:1]=[CH2:2])=[C:43]([CH3:47])[CH:44]=2)[C:39]1=[O:50])=[O:37])[CH3:34], predict the reactants needed to synthesize it. The reactants are: [CH:1]([B-](F)(F)F)=[CH2:2].[K+].C1C=CC(P(C2C=CC=CC=2)C2C=CC=CC=2)=CC=1.C([O-])([O-])=O.[Cs+].[Cs+].[CH2:33]([O:35][C:36]([C:38]1([CH3:51])[CH2:46][C:45]2[C:40](=[C:41]([CH3:49])[C:42](Br)=[C:43]([CH3:47])[CH:44]=2)[C:39]1=[O:50])=[O:37])[CH3:34]. (2) Given the product [Cl:24][C:14]1[CH:15]=[C:16]([O:18][CH2:19][CH:20]=[C:21]([Cl:22])[Cl:23])[CH:17]=[C:2]([Cl:1])[C:3]=1[CH2:4][O:5][CH2:6][CH:7]1[CH2:11][O:10][CH:9]([C:13]2[CH:34]=[CH:35][C:28]([O:27][C:26]([F:37])([F:36])[F:25])=[CH:29][CH:30]=2)[O:8]1, predict the reactants needed to synthesize it. The reactants are: [Cl:1][C:2]1[CH:17]=[C:16]([O:18][CH2:19][CH:20]=[C:21]([Cl:23])[Cl:22])[CH:15]=[C:14]([Cl:24])[C:3]=1[CH2:4][O:5][CH2:6][CH:7]1[CH2:11][O:10][C:9]([CH3:13])(C)[O:8]1.[F:25][C:26]([F:37])([F:36])[O:27][C:28]1[CH:35]=[CH:34]C(C=O)=[CH:30][CH:29]=1.C1(C)C=CC(S(O)(=O)=O)=CC=1.C(=O)([O-])O.[Na+]. (3) Given the product [Br:1][C:2]1[CH:3]=[C:4]2[C:9](=[CH:10][CH:11]=1)[C:8](=[O:12])[NH:7][CH:6]=[C:5]2[CH2:22][N:23]1[CH2:28][CH2:27][N:26]([C:29]([O:31][C:32]([CH3:35])([CH3:34])[CH3:33])=[O:30])[C@@H:25]([CH3:36])[CH2:24]1, predict the reactants needed to synthesize it. The reactants are: [Br:1][C:2]1[CH:3]=[C:4]2[C:9](=[CH:10][CH:11]=1)[C:8](=[O:12])[N:7](S(C1C=CC=CC=1)(=O)=O)[CH:6]=[C:5]2[CH2:22][N:23]1[CH2:28][CH2:27][N:26]([C:29]([O:31][C:32]([CH3:35])([CH3:34])[CH3:33])=[O:30])[C@@H:25]([CH3:36])[CH2:24]1.[OH-].[Na+]. (4) Given the product [CH:1]([C:4]1[CH:9]=[CH:8][C:7]([C:10]2[N:14]3[CH:15]=[N:16][C:17]4[N:21]([S:22]([C:25]5[CH:26]=[CH:27][C:28]([CH3:29])=[CH:30][CH:31]=5)(=[O:24])=[O:23])[CH:20]=[CH:19][C:18]=4[C:13]3=[C:12]([CH:32]3[CH2:37][CH2:36][CH2:35][N:34]([C:38](=[O:40])[CH3:39])[CH2:33]3)[N:11]=2)=[CH:6][CH:5]=1)([CH3:3])[CH3:2], predict the reactants needed to synthesize it. The reactants are: [CH:1]([C:4]1[CH:9]=[CH:8][C:7]([C:10]2[N:14]3[CH:15]=[N:16][C:17]4[N:21]([S:22]([C:25]5[CH:31]=[CH:30][C:28]([CH3:29])=[CH:27][CH:26]=5)(=[O:24])=[O:23])[CH:20]=[CH:19][C:18]=4[C:13]3=[C:12]([CH:32]3[CH2:37][CH2:36][CH2:35][NH:34][CH2:33]3)[N:11]=2)=[CH:6][CH:5]=1)([CH3:3])[CH3:2].[C:38](OC(=O)C)(=[O:40])[CH3:39]. (5) Given the product [CH3:32][C:23]1[CH:24]=[CH:25][C:26]2[C:31](=[CH:30][CH:29]=[CH:28][CH:27]=2)[C:22]=1[C:18]1[CH:17]=[C:16]([CH:21]=[CH:20][CH:19]=1)[CH2:15][O:14][C:12]1[CH:11]=[CH:10][C:9]2[CH:5]([CH2:4][C:3]([OH:33])=[O:2])[CH2:6][O:7][C:8]=2[CH:13]=1, predict the reactants needed to synthesize it. The reactants are: C[O:2][C:3](=[O:33])[CH2:4][CH:5]1[C:9]2[CH:10]=[CH:11][C:12]([O:14][CH2:15][C:16]3[CH:21]=[CH:20][CH:19]=[C:18]([C:22]4[C:31]5[C:26](=[CH:27][CH:28]=[CH:29][CH:30]=5)[CH:25]=[CH:24][C:23]=4[CH3:32])[CH:17]=3)=[CH:13][C:8]=2[O:7][CH2:6]1.CO.[OH-].[Na+].Cl. (6) Given the product [Br:19][C:20]1[CH:25]=[CH:24][C:23]([CH:26]2[CH2:27][CH2:16][C:13]3[C:12](=[CH:11][C:10]([C@H:4]([CH:1]4[CH2:3][CH2:2]4)[CH2:5][C:6]([O:8][CH3:9])=[O:7])=[CH:15][CH:14]=3)[O:18]2)=[CH:22][CH:21]=1, predict the reactants needed to synthesize it. The reactants are: [CH:1]1([C@@H:4]([C:10]2[CH:15]=[CH:14][C:13]([CH2:16]O)=[C:12]([OH:18])[CH:11]=2)[CH2:5][C:6]([O:8][CH3:9])=[O:7])[CH2:3][CH2:2]1.[Br:19][C:20]1[CH:25]=[CH:24][C:23]([CH:26]=[CH2:27])=[CH:22][CH:21]=1.Cl([O-])(=O)(=O)=O.[Li+].O.[O-2].[O-2].[O-2].O=[Si]=O.O=[Si]=O.O=[Si]=O.O=[Si]=O.[Al+3].[Al+3].O.